This data is from Forward reaction prediction with 1.9M reactions from USPTO patents (1976-2016). The task is: Predict the product of the given reaction. (1) Given the reactants C(=O)([O-])[O-].[K+].[K+].[O:7]([C:14]1[CH:15]=[C:16]([OH:20])[CH:17]=[CH:18][CH:19]=1)[C:8]1[CH:13]=[CH:12][CH:11]=[CH:10][CH:9]=1.[CH2:21]([O:23][C:24]([C:26]1[C:27]2[S:35][CH:34]=[C:33]([CH2:36]Br)[C:28]=2[C:29]([Cl:32])=[N:30][CH:31]=1)=[O:25])[CH3:22], predict the reaction product. The product is: [CH2:21]([O:23][C:24]([C:26]1[C:27]2[S:35][CH:34]=[C:33]([CH2:36][O:20][C:16]3[CH:17]=[CH:18][CH:19]=[C:14]([O:7][C:8]4[CH:9]=[CH:10][CH:11]=[CH:12][CH:13]=4)[CH:15]=3)[C:28]=2[C:29]([Cl:32])=[N:30][CH:31]=1)=[O:25])[CH3:22]. (2) Given the reactants [H-].[H-].[H-].[H-].[Li+].[Al+3].[CH2:7]([O:14][CH2:15][C:16]([NH:18][C:19]1[CH:24]=[CH:23][CH:22]=[C:21]([F:25])[CH:20]=1)=O)[C:8]1[CH:13]=[CH:12][CH:11]=[CH:10][CH:9]=1.C(Cl)Cl.[OH-].[Na+], predict the reaction product. The product is: [CH2:7]([O:14][CH2:15][CH2:16][NH:18][C:19]1[CH:24]=[CH:23][CH:22]=[C:21]([F:25])[CH:20]=1)[C:8]1[CH:9]=[CH:10][CH:11]=[CH:12][CH:13]=1. (3) Given the reactants Cl.[CH:2]1[C:11]2[CH:10]=[CH:9][CH:8]=[C:7]([S:12](Cl)(=[O:14])=[O:13])[C:6]=2[CH:5]=[CH:4][N:3]=1.[CH2:16]([NH2:21])[CH2:17][CH2:18][CH2:19][NH2:20], predict the reaction product. The product is: [CH:2]1[C:11]2[C:6](=[C:7]([S:12]([NH:20][CH2:19][CH2:18][CH2:17][CH2:16][NH2:21])(=[O:14])=[O:13])[CH:8]=[CH:9][CH:10]=2)[CH:5]=[CH:4][N:3]=1. (4) Given the reactants [CH3:1][N:2]([CH3:22])[CH2:3][C:4]#[C:5][C:6]1[CH:11]=[CH:10][C:9](/[C:12](/[C:16]2[CH:21]=[CH:20][CH:19]=[CH:18][CH:17]=2)=[CH:13]/[CH2:14][OH:15])=[CH:8][CH:7]=1.C(P(CCCC)CCCC)CCC.N(C(N1CCCCC1)=O)=NC(N1CCCCC1)=O.[CH3:54][O:55][C:56](=[O:67])[CH2:57][O:58][C:59]1[CH:64]=[CH:63][C:62](O)=[CH:61][C:60]=1[CH3:66], predict the reaction product. The product is: [CH3:54][O:55][C:56](=[O:67])[CH2:57][O:58][C:59]1[CH:64]=[CH:63][C:62]([O:15][CH2:14]/[CH:13]=[C:12](/[C:9]2[CH:10]=[CH:11][C:6]([C:5]#[C:4][CH2:3][N:2]([CH3:1])[CH3:22])=[CH:7][CH:8]=2)\[C:16]2[CH:17]=[CH:18][CH:19]=[CH:20][CH:21]=2)=[CH:61][C:60]=1[CH3:66]. (5) The product is: [OH:48][C:45]1[CH:46]=[CH:47][C:42]([C:40]2[S:41][C:34]3[C:35](=[N:36][CH:37]=[CH:38][C:33]=3[O:32][C:31]3[CH:30]=[CH:29][C:28]([NH:49][C:50]([NH:52][C:53](=[O:61])[CH2:54][C:55]4[CH:56]=[CH:57][CH:58]=[CH:59][CH:60]=4)=[S:51])=[CH:27][CH:26]=3)[CH:39]=2)=[CH:43][CH:44]=1. Given the reactants NC1C=CC(OC2C=CN=C3C=C(C4C=CC(O)=CC=4)SC=23)=CC=1.F[C:26]1[CH:27]=[C:28]([NH:49][C:50]([NH:52][C:53](=[O:61])[CH2:54][C:55]2[CH:60]=[CH:59][CH:58]=[CH:57][CH:56]=2)=[S:51])[CH:29]=[CH:30][C:31]=1[O:32][C:33]1[CH:38]=[CH:37][N:36]=[C:35]2[CH:39]=[C:40]([C:42]3[CH:47]=[CH:46][C:45]([OH:48])=[CH:44][CH:43]=3)[S:41][C:34]=12, predict the reaction product. (6) The product is: [C:38]([O:42][C:16]([NH:13][CH:14]1[CH2:15][CH2:33][C:32]([CH3:25])=[CH:37][CH2:36]1)=[O:9])([CH3:41])([CH3:40])[CH3:39]. Given the reactants CC1CCC(C(O)=[O:9])CC=1.C([N:13]([CH2:16]C)[CH2:14][CH3:15])C.[C:32]1([C:25]2[C:25]([C:32]3[CH:37]=[CH:36]C=C[CH:33]=3)=C(N=[N+]=[N-])PC=2)[CH:33]=CC=[CH:36][CH:37]=1.[C:38]([OH:42])([CH3:41])([CH3:40])[CH3:39], predict the reaction product. (7) Given the reactants [CH2:1]([O:3][C:4]1[CH:5]=[C:6]2[C:10](=[CH:11][CH:12]=1)[NH:9][C:8]([CH3:13])=[C:7]2[CH:14]=O)[CH3:2].[C:16]([C:19]1[CH:24]=[CH:23][N:22]=[CH:21][CH:20]=1)(=[O:18])[CH3:17].N1CCCCC1, predict the reaction product. The product is: [CH2:1]([O:3][C:4]1[CH:5]=[C:6]2[C:10](=[CH:11][CH:12]=1)[NH:9][C:8]([CH3:13])=[C:7]2/[CH:14]=[CH:17]/[C:16]([C:19]1[CH:24]=[CH:23][N:22]=[CH:21][CH:20]=1)=[O:18])[CH3:2]. (8) Given the reactants [NH2:1][C@H:2]1[CH2:6][CH2:5][N:4]([C:7]([O:9][C:10]([CH3:13])([CH3:12])[CH3:11])=[O:8])[CH2:3]1.[CH2:14]1[CH:18]2[CH2:19][C:20](=O)[CH:16]([CH2:17]2)[CH2:15]1, predict the reaction product. The product is: [CH:16]12[CH2:17][CH:18]([CH2:19][CH2:20]1)[CH2:14][CH:15]2[NH:1][C@H:2]1[CH2:6][CH2:5][N:4]([C:7]([O:9][C:10]([CH3:13])([CH3:12])[CH3:11])=[O:8])[CH2:3]1. (9) Given the reactants [C:1]([N:8]1[CH2:13][CH2:12][C:11](=[O:14])[CH2:10][CH2:9]1)([O:3][C:4]([CH3:7])([CH3:6])[CH3:5])=[O:2].CC(C)([O-])C.[Na+].C1(P(C2CCCCC2)C2C=CC=CC=2C2C=CC=CC=2C)CCCCC1.[F:47][C:48]1[CH:53]=[CH:52][C:51](Br)=[CH:50][CH:49]=1, predict the reaction product. The product is: [F:47][C:48]1[CH:53]=[CH:52][C:51]([CH:10]2[C:11](=[O:14])[CH2:12][CH2:13][N:8]([C:1]([O:3][C:4]([CH3:7])([CH3:6])[CH3:5])=[O:2])[CH2:9]2)=[CH:50][CH:49]=1.